This data is from Full USPTO retrosynthesis dataset with 1.9M reactions from patents (1976-2016). The task is: Predict the reactants needed to synthesize the given product. (1) Given the product [CH3:12][NH:13][CH2:14][CH2:15][CH2:16][NH:17][C:2]1[CH:11]=[CH:10][C:9]2[C:4](=[CH:5][CH:6]=[CH:7][CH:8]=2)[N:3]=1, predict the reactants needed to synthesize it. The reactants are: Cl[C:2]1[CH:11]=[CH:10][C:9]2[C:4](=[CH:5][CH:6]=[CH:7][CH:8]=2)[N:3]=1.[CH3:12][NH:13][CH2:14][CH2:15][CH2:16][NH2:17]. (2) Given the product [CH2:1]([C:5]1[N:10]=[C:9]([CH3:11])[N:8]([C:12]2[CH:17]=[CH:16][CH:15]=[C:14]([O:18][CH2:19][CH2:20][OH:21])[CH:13]=2)[C:7](=[O:29])[C:6]=1[CH2:30][C:31]1[CH:36]=[CH:35][C:34]([C:37]2[CH:42]=[CH:41][CH:40]=[CH:39][C:38]=2[C:43]2[NH:47][C:46](=[O:48])[O:45][N:44]=2)=[CH:33][CH:32]=1)[CH2:2][CH2:3][CH3:4], predict the reactants needed to synthesize it. The reactants are: [CH2:1]([C:5]1[N:10]=[C:9]([CH3:11])[N:8]([C:12]2[CH:17]=[CH:16][CH:15]=[C:14]([O:18][CH2:19][CH2:20][O:21][Si](C(C)(C)C)(C)C)[CH:13]=2)[C:7](=[O:29])[C:6]=1[CH2:30][C:31]1[CH:36]=[CH:35][C:34]([C:37]2[CH:42]=[CH:41][CH:40]=[CH:39][C:38]=2[C:43]2[NH:47][C:46](=[O:48])[O:45][N:44]=2)=[CH:33][CH:32]=1)[CH2:2][CH2:3][CH3:4].[F-].C([N+](CCCC)(CCCC)CCCC)CCC.C(OCC)(=O)C.O. (3) Given the product [C:29]([C:26]([C:22]1[CH:21]=[C:20]([CH:25]=[CH:24][CH:23]=1)[C:19]([NH:18][C:16]1[CH:17]=[C:12]([O:11][C:9]2[CH:8]=[CH:7][C:5]3[N:6]=[C:2]([NH:1][C:36]([CH:33]4[CH2:35][CH2:34]4)=[O:37])[S:3][C:4]=3[CH:10]=2)[CH:13]=[CH:14][C:15]=1[CH3:32])=[O:31])([CH3:27])[CH3:28])#[N:30], predict the reactants needed to synthesize it. The reactants are: [NH2:1][C:2]1[S:3][C:4]2[CH:10]=[C:9]([O:11][C:12]3[CH:13]=[CH:14][C:15]([CH3:32])=[C:16]([NH:18][C:19](=[O:31])[C:20]4[CH:25]=[CH:24][CH:23]=[C:22]([C:26]([C:29]#[N:30])([CH3:28])[CH3:27])[CH:21]=4)[CH:17]=3)[CH:8]=[CH:7][C:5]=2[N:6]=1.[CH:33]1([C:36](Cl)=[O:37])[CH2:35][CH2:34]1. (4) Given the product [Br:1][C:2]1[CH:3]=[C:4]([NH:9][S:18]([C:12]2[CH:13]=[CH:14][C:15]([F:17])=[CH:16][C:11]=2[F:10])(=[O:20])=[O:19])[C:5]([F:8])=[N:6][CH:7]=1, predict the reactants needed to synthesize it. The reactants are: [Br:1][C:2]1[CH:3]=[C:4]([NH2:9])[C:5]([F:8])=[N:6][CH:7]=1.[F:10][C:11]1[CH:16]=[C:15]([F:17])[CH:14]=[CH:13][C:12]=1[S:18](Cl)(=[O:20])=[O:19]. (5) Given the product [C:31]([C:30]1[CH:34]=[CH:35][C:27]([N:26]2[C:12]([C:13]3[CH:18]=[CH:17][C:16]([N:19]4[CH2:23][CH2:22][O:21][C:20]4=[O:24])=[CH:15][CH:14]=3)=[CH:11][CH:10]=[C:2]2[CH2:3][CH2:4][C:5]([O:7][CH2:8][CH3:9])=[O:6])=[C:28]([CH3:36])[CH:29]=1)(=[O:32])[NH2:33], predict the reactants needed to synthesize it. The reactants are: O=[C:2]([CH2:10][CH2:11][C:12](=O)[C:13]1[CH:18]=[CH:17][C:16]([N:19]2[CH2:23][CH2:22][O:21][C:20]2=[O:24])=[CH:15][CH:14]=1)[CH2:3][CH2:4][C:5]([O:7][CH2:8][CH3:9])=[O:6].[NH2:26][C:27]1[CH:35]=[CH:34][C:30]([C:31]([NH2:33])=[O:32])=[CH:29][C:28]=1[CH3:36]. (6) The reactants are: FC(F)(F)C([NH:5][C@H:6]1[CH2:11][CH2:10][C@@:9]([C@H:13]2[CH2:21][CH2:20][C@@:19]3([CH3:22])[C@@H:15]([CH2:16][CH2:17][C:18]3=[CH2:23])[C@@H:14]2[CH2:24][OH:25])([CH3:12])[C@@H:8]([CH2:26][OH:27])[CH2:7]1)=O.C(=O)([O-])[O-].[K+].[K+]. Given the product [NH2:5][C@@H:6]1[CH2:7][C@H:8]([CH2:26][OH:27])[C@:9]([C@H:13]2[CH2:21][CH2:20][C@@:19]3([CH3:22])[C@@H:15]([CH2:16][CH2:17][C:18]3=[CH2:23])[C@@H:14]2[CH2:24][OH:25])([CH3:12])[CH2:10][CH2:11]1, predict the reactants needed to synthesize it. (7) Given the product [NH2:1][C:2]1[C:7]([N:13]=[O:14])=[C:6]([OH:8])[N:5]=[C:4]([S:9][CH3:10])[N:3]=1, predict the reactants needed to synthesize it. The reactants are: [NH2:1][C:2]1[CH:7]=[C:6]([OH:8])[N:5]=[C:4]([S:9][CH3:10])[N:3]=1.[OH-].[Na+].[N:13]([O-])=[O:14].[Na+].C(O)(=O)C. (8) Given the product [C:1]([C:3]1[CH:8]=[CH:7][CH:6]=[CH:5][C:4]=1[NH:9][C:10]1[C:18]2[CH:17]=[CH:16][C:15](=[O:19])[N:14]([C:20]3[CH:21]=[CH:22][C:23]([S:26]([CH3:27])=[O:41])=[CH:24][CH:25]=3)[C:13]=2[S:12][C:11]=1[C:28]([O:30][CH2:31][CH3:32])=[O:29])#[N:2], predict the reactants needed to synthesize it. The reactants are: [C:1]([C:3]1[CH:8]=[CH:7][CH:6]=[CH:5][C:4]=1[NH:9][C:10]1[C:18]2[CH:17]=[CH:16][C:15](=[O:19])[N:14]([C:20]3[CH:25]=[CH:24][C:23]([S:26][CH3:27])=[CH:22][CH:21]=3)[C:13]=2[S:12][C:11]=1[C:28]([O:30][CH2:31][CH3:32])=[O:29])#[N:2].ClC1C=CC=C(C(OO)=[O:41])C=1.